From a dataset of Peptide-MHC class II binding affinity with 134,281 pairs from IEDB. Regression. Given a peptide amino acid sequence and an MHC pseudo amino acid sequence, predict their binding affinity value. This is MHC class II binding data. (1) The peptide sequence is NVKYLVIVFLIFFDL. The MHC is DRB1_1302 with pseudo-sequence DRB1_1302. The binding affinity (normalized) is 0.283. (2) The peptide sequence is ETALKKAITAMSE. The MHC is DRB1_1201 with pseudo-sequence DRB1_1201. The binding affinity (normalized) is 0.225. (3) The peptide sequence is SLETVAIDRPAEVRKHHHHHH. The MHC is DRB3_0202 with pseudo-sequence DRB3_0202. The binding affinity (normalized) is 0.750. (4) The binding affinity (normalized) is 0.393. The peptide sequence is GKTVWFVPSIKAGND. The MHC is DRB3_0101 with pseudo-sequence DRB3_0101. (5) The peptide sequence is GELQIVDKQDAAFKI. The MHC is DRB1_0701 with pseudo-sequence DRB1_0701. The binding affinity (normalized) is 0.459. (6) The peptide sequence is VTRMAMTDTTPFGQQ. The MHC is HLA-DQA10201-DQB10301 with pseudo-sequence HLA-DQA10201-DQB10301. The binding affinity (normalized) is 0.405.